This data is from Full USPTO retrosynthesis dataset with 1.9M reactions from patents (1976-2016). The task is: Predict the reactants needed to synthesize the given product. (1) Given the product [Cl:26][C:23]1[CH:24]=[C:25]2[C:20](=[CH:21][CH:22]=1)[N:19]=[C:18]([N:27]1[CH2:28][CH2:29][N:30]([CH3:33])[CH2:31][CH2:32]1)[N:17]=[C:16]2[CH2:5][NH2:4], predict the reactants needed to synthesize it. The reactants are: C([NH:4][C:5]([C:16]1[C:25]2[C:20](=[CH:21][CH:22]=[C:23]([Cl:26])[CH:24]=2)[N:19]=[C:18]([N:27]2[CH2:32][CH2:31][N:30]([CH3:33])[CH2:29][CH2:28]2)[N:17]=1)(C(OCC)=O)C(OCC)=O)(=O)C.[OH-].[Na+].Cl. (2) The reactants are: C([NH:5][S:6]([C:9]1[CH:14]=[CH:13][C:12]([O:15][C:16]([F:19])([F:18])[F:17])=[CH:11][C:10]=1[C:20]1[CH:25]=[CH:24][C:23]([CH2:26][N:27]2[CH2:31][CH2:30][N:29]([CH3:32])[C:28]2=[O:33])=[CH:22][N:21]=1)(=[O:8])=[O:7])(C)(C)C.C([O-])(O)=O.[Na+]. Given the product [CH3:32][N:29]1[CH2:30][CH2:31][N:27]([CH2:26][C:23]2[CH:24]=[CH:25][C:20]([C:10]3[CH:11]=[C:12]([O:15][C:16]([F:19])([F:17])[F:18])[CH:13]=[CH:14][C:9]=3[S:6]([NH2:5])(=[O:8])=[O:7])=[N:21][CH:22]=2)[C:28]1=[O:33], predict the reactants needed to synthesize it. (3) Given the product [CH2:6]([O:7][C:8]1[CH:13]=[CH:12][C:11]([C@@H:14]2[C@@H:17]([CH2:18][CH2:19][C:20]([N:36]([O:35][CH3:34])[CH3:37])=[O:21])[C:16](=[O:23])[N:15]2[C:24]2[CH:29]=[CH:28][C:27]([F:30])=[CH:26][CH:25]=2)=[CH:10][CH:9]=1)[C:5]1[CH:31]=[CH:32][CH:2]=[CH:3][CH:4]=1, predict the reactants needed to synthesize it. The reactants are: Br[C:2]1[CH:32]=[CH:31][C:5]([CH2:6][O:7][C:8]2[CH:13]=[CH:12][C:11]([C@@H:14]3[C@@H:17]([CH2:18][CH2:19][C:20](Cl)=[O:21])[C:16](=[O:23])[N:15]3[C:24]3[CH:29]=[CH:28][C:27]([F:30])=[CH:26][CH:25]=3)=[CH:10][CH:9]=2)=[CH:4][CH:3]=1.Cl.[CH3:34][O:35][NH:36][CH3:37].C(N(CC)CC)C. (4) Given the product [CH:46]1([C:43]2[S:44][CH:45]=[C:41]([C:31]3[CH:30]=[C:29]([O:28][CH:13]4[CH2:12][CH:11]5[CH:15]([C:16](=[O:27])[N:17]([CH3:26])[CH2:18][CH2:19][CH2:20][CH2:21][CH:22]=[CH:23][CH:24]6[C:8]([C:6]([OH:5])=[O:7])([NH:9][C:10]5=[O:53])[CH2:25]6)[CH2:14]4)[C:38]4[C:33](=[C:34]([CH3:54])[C:35]([O:39][CH3:40])=[CH:36][CH:37]=4)[N:32]=3)[N:42]=2)[CH2:47][CH2:48][CH2:49][CH2:50][CH2:51]1, predict the reactants needed to synthesize it. The reactants are: [Li+].[OH-].C([O:5][C:6]([C:8]12[CH2:25][CH:24]1[CH:23]=[CH:22][CH2:21][CH2:20][CH2:19][CH2:18][N:17]([CH3:26])[C:16](=[O:27])[CH:15]1[CH:11]([CH2:12][CH:13]([O:28][C:29]3(C)[C:38]4[C:33](=[CH:34][C:35]([O:39][CH3:40])=[CH:36][CH:37]=4)[N:32]=[C:31]([C:41]4[N:42]=[C:43]([CH:46]5[CH2:51][CH2:50][CH2:49][CH2:48][CH2:47]5)[S:44][CH:45]=4)[CH2:30]3)[CH2:14]1)[C:10](=[O:53])[NH:9]2)=[O:7])C.[CH3:54]O. (5) Given the product [CH2:1]([O:3][C:4]([C:6]1([C:9]2[CH:10]=[CH:11][C:12]([C:15]3[CH:20]=[CH:19][C:18]([C:21]4[O:25][N:24]=[C:23]([CH3:26])[C:22]=4[NH:27][C:38]4[CH:39]=[CH:40][CH:41]=[C:36]([O:35][CH2:28][C:29]5[CH:30]=[CH:31][CH:32]=[CH:33][CH:34]=5)[N:37]=4)=[CH:17][CH:16]=3)=[CH:13][CH:14]=2)[CH2:8][CH2:7]1)=[O:5])[CH3:2], predict the reactants needed to synthesize it. The reactants are: [CH2:1]([O:3][C:4]([C:6]1([C:9]2[CH:14]=[CH:13][C:12]([C:15]3[CH:20]=[CH:19][C:18]([C:21]4[O:25][N:24]=[C:23]([CH3:26])[C:22]=4[NH2:27])=[CH:17][CH:16]=3)=[CH:11][CH:10]=2)[CH2:8][CH2:7]1)=[O:5])[CH3:2].[CH2:28]([O:35][C:36]1[CH:41]=[CH:40][CH:39]=[C:38](Br)[N:37]=1)[C:29]1[CH:34]=[CH:33][CH:32]=[CH:31][CH:30]=1.